The task is: Predict the reactants needed to synthesize the given product.. This data is from Full USPTO retrosynthesis dataset with 1.9M reactions from patents (1976-2016). (1) Given the product [C:26]1([CH:15]([C:14]2[NH:1][C:2]3[CH:7]=[C:6]([C:8]4[S:9][CH:10]=[CH:11][CH:12]=4)[CH:5]=[CH:4][C:3]=3[N:13]=2)[C:16]([O:18][CH2:19][C:20]2[CH:25]=[CH:24][CH:23]=[CH:22][CH:21]=2)=[O:17])[CH:31]=[CH:30][CH:29]=[CH:28][CH:27]=1, predict the reactants needed to synthesize it. The reactants are: [NH2:1][C:2]1[CH:7]=[C:6]([C:8]2[S:9][CH:10]=[CH:11][CH:12]=2)[CH:5]=[CH:4][C:3]=1[NH:13][C:14](=O)[CH:15]([C:26]1[CH:31]=[CH:30][CH:29]=[CH:28][CH:27]=1)[C:16]([O:18][CH2:19][C:20]1[CH:25]=[CH:24][CH:23]=[CH:22][CH:21]=1)=[O:17]. (2) Given the product [F:25][C:19]1[C:20]([F:24])=[CH:21][CH:22]=[CH:23][C:18]=1[C:16]1[N:17]=[C:12]2[CH:11]=[N:10][N:9]([CH2:8][C:5]3[N:6]=[N:7][C:2]([C:32]4[CH:31]=[CH:30][CH:29]=[C:28]([O:27][CH3:26])[CH:33]=4)=[CH:3][CH:4]=3)[CH:14]=[C:13]2[N:15]=1, predict the reactants needed to synthesize it. The reactants are: Cl[C:2]1[N:7]=[N:6][C:5]([CH2:8][N:9]2[CH:14]=[C:13]3[N:15]=[C:16]([C:18]4[CH:23]=[CH:22][CH:21]=[C:20]([F:24])[C:19]=4[F:25])[N:17]=[C:12]3[CH:11]=[N:10]2)=[CH:4][CH:3]=1.[CH3:26][O:27][C:28]1[CH:29]=[C:30](B(O)O)[CH:31]=[CH:32][CH:33]=1.